From a dataset of Forward reaction prediction with 1.9M reactions from USPTO patents (1976-2016). Predict the product of the given reaction. (1) Given the reactants [Cl:1][C:2]1[C:7]([CH2:8][NH:9][CH2:10][CH3:11])=[CH:6][C:5]([CH3:12])=[CH:4][N:3]=1.[C:13](O[C:13]([O:15][C:16]([CH3:19])([CH3:18])[CH3:17])=[O:14])([O:15][C:16]([CH3:19])([CH3:18])[CH3:17])=[O:14], predict the reaction product. The product is: [C:16]([O:15][C:13](=[O:14])[N:9]([CH2:8][C:7]1[C:2]([Cl:1])=[N:3][CH:4]=[C:5]([CH3:12])[CH:6]=1)[CH2:10][CH3:11])([CH3:19])([CH3:18])[CH3:17]. (2) Given the reactants [CH2:1]([N:8]1[CH:16]=[C:15]2[C:10]([CH:11]=[C:12]([C:17]3[CH:18]=[C:19]([CH:27]4[CH2:32][CH2:31][NH:30][CH2:29][CH2:28]4)[N:20]4[C:25]=3[C:24]([NH2:26])=[N:23][CH:22]=[N:21]4)[CH:13]=[CH:14]2)=[N:9]1)[C:2]1[CH:7]=[CH:6][CH:5]=[CH:4][CH:3]=1.[CH3:33][N:34]([CH3:39])[CH2:35][C:36](O)=[O:37].CCN=C=NCCCN(C)C.Cl.C1C=CC2N(O)N=NC=2C=1.C(N(CC)C(C)C)(C)C, predict the reaction product. The product is: [CH2:1]([N:8]1[CH:16]=[C:15]2[C:10]([CH:11]=[C:12]([C:17]3[CH:18]=[C:19]([CH:27]4[CH2:32][CH2:31][N:30]([C:36](=[O:37])[CH2:35][N:34]([CH3:39])[CH3:33])[CH2:29][CH2:28]4)[N:20]4[C:25]=3[C:24]([NH2:26])=[N:23][CH:22]=[N:21]4)[CH:13]=[CH:14]2)=[N:9]1)[C:2]1[CH:3]=[CH:4][CH:5]=[CH:6][CH:7]=1.